From a dataset of Reaction yield outcomes from USPTO patents with 853,638 reactions. Predict the reaction yield, written as a fraction of the theoretical maximum amount of product (1.0 means a 100% yield; for example, 0.34 means a 34% yield). (1) The reactants are Br[C:2]1[N:7]=[N:6][C:5]([NH2:8])=[N:4][C:3]=1[C:9]1[CH:14]=[CH:13][CH:12]=[CH:11][CH:10]=1.[NH:15]1[CH2:20][CH2:19][O:18][CH2:17][CH2:16]1. No catalyst specified. The product is [N:15]1([C:2]2[N:7]=[N:6][C:5]([NH2:8])=[N:4][C:3]=2[C:9]2[CH:14]=[CH:13][CH:12]=[CH:11][CH:10]=2)[CH2:20][CH2:19][O:18][CH2:17][CH2:16]1. The yield is 0.200. (2) The reactants are Cl.NC[C:4]1[CH:5]=[C:6]2[C:11](=[CH:12][CH:13]=1)[N:10]=[C:9]([CH3:14])[N:8]([CH:15]1[CH2:20][CH2:19][C:18](=[O:21])[NH:17][C:16]1=[O:22])[C:7]2=[O:23].[Cl:24][C:25]1[CH:26]=[C:27]([CH:31]=[CH:32][C:33]=1[Cl:34])[C:28](Cl)=[O:29].[CH:35]([N:38](CC)C(C)C)(C)C. The catalyst is C(#N)C. The product is [Cl:24][C:25]1[CH:26]=[C:27]([CH:31]=[CH:32][C:33]=1[Cl:34])[C:28]([NH:38][CH2:35][C:5]1[CH:4]=[CH:13][CH:12]=[C:11]2[C:6]=1[C:7](=[O:23])[N:8]([CH:15]1[CH2:20][CH2:19][C:18](=[O:21])[NH:17][C:16]1=[O:22])[C:9]([CH3:14])=[N:10]2)=[O:29]. The yield is 0.460. (3) The reactants are [C:1]([O:5][C:6](=[O:16])[CH2:7][C:8]1[CH:13]=[C:12]([CH3:14])[C:11](=[O:15])[NH:10][N:9]=1)([CH3:4])([CH3:3])[CH3:2].CC(C)([O-])C.[K+].[F:23][C:24]1[C:40](F)=[CH:39][CH:38]=[C:37]([N+:42]([O-:44])=[O:43])[C:25]=1[O:26][C:27]1[CH:28]=[C:29]([C:35]#[N:36])[CH:30]=[C:31]([CH:34]=1)[C:32]#[N:33].O. The catalyst is C1COCC1.CN1C(=O)CCC1. The product is [C:1]([O:5][C:6](=[O:16])[CH:7]([C:40]1[CH:39]=[CH:38][C:37]([N+:42]([O-:44])=[O:43])=[C:25]([O:26][C:27]2[CH:28]=[C:29]([C:35]#[N:36])[CH:30]=[C:31]([C:32]#[N:33])[CH:34]=2)[C:24]=1[F:23])[C:8]1[CH:13]=[C:12]([CH3:14])[C:11](=[O:15])[NH:10][N:9]=1)([CH3:4])([CH3:2])[CH3:3]. The yield is 0.620. (4) The reactants are [CH:1]1[CH:6]=[C:5]([NH:7][C:8]2[N:13]=[CH:12][CH:11]=[CH:10][CH:9]=2)[N:4]=[CH:3][CH:2]=1.Br[C:15]1[CH:20]=[CH:19][C:18]([N:21]([C:28]2[CH:33]=[CH:32][N:31]=[CH:30][CH:29]=2)[C:22]2[CH:27]=[CH:26][N:25]=[CH:24][CH:23]=2)=[CH:17][CH:16]=1.C(=O)([O-])[O-].[K+].[K+].C1OCCOCCOCCOCCOCCOC1. The catalyst is CN(C=O)C. The product is [N:13]1[CH:12]=[CH:11][CH:10]=[CH:9][C:8]=1[N:7]([C:5]1[CH:6]=[CH:1][CH:2]=[CH:3][N:4]=1)[C:15]1[CH:16]=[CH:17][C:18]([N:21]([C:28]2[CH:33]=[CH:32][N:31]=[CH:30][CH:29]=2)[C:22]2[CH:23]=[CH:24][N:25]=[CH:26][CH:27]=2)=[CH:19][CH:20]=1. The yield is 0.410. (5) The reactants are [OH:1][C:2]1[CH:7]=[C:6]([OH:8])[CH:5]=[CH:4][C:3]=1[C:9](=[O:18])[CH2:10][C:11]1[CH:16]=[CH:15][C:14]([OH:17])=[CH:13][CH:12]=1.[C:19](O[C:19](=O)[C:20]1[CH:25]=[CH:24][CH:23]=[CH:22][CH:21]=1)(=O)[C:20]1[CH:25]=[CH:24][CH:23]=[CH:22][CH:21]=1.O.Cl. The catalyst is C(N(CC)CC)C. The product is [OH:8][C:6]1[CH:7]=[C:2]2[C:3]([C:9](=[O:18])[C:10]([C:11]3[CH:16]=[CH:15][C:14]([OH:17])=[CH:13][CH:12]=3)=[C:19]([C:20]3[CH:25]=[CH:24][CH:23]=[CH:22][CH:21]=3)[O:1]2)=[CH:4][CH:5]=1. The yield is 0.110. (6) The product is [OH:7][C:8]1[CH:15]=[C:14]([O:16][CH2:17][O:18][CH3:19])[CH:13]=[CH:12][C:9]=1[CH:10]=[O:11]. The yield is 0.720. The catalyst is CC(C)=O. The reactants are C(=O)([O-])[O-].[K+].[K+].[OH:7][C:8]1[CH:15]=[C:14]([OH:16])[CH:13]=[CH:12][C:9]=1[CH:10]=[O:11].[CH2:17](Cl)[O:18][CH3:19]. (7) The reactants are [NH2:1][C:2]1[NH:3][C:4]2[CH:10]=[CH:9][CH:8]=[CH:7][C:5]=2[N:6]=1.[C:11](N1C=CN=C1)(N1C=CN=C1)=[O:12].[CH3:23][C:24]1[C:25]([CH2:31][N:32]([CH2:39][C:40]2[C:45]([CH:46]([CH3:48])[CH3:47])=[CH:44][CH:43]=[CH:42][N:41]=2)[CH:33]2[CH2:38][CH2:37][NH:36][CH2:35][CH2:34]2)=[N:26][CH:27]=[C:28]([CH3:30])[CH:29]=1.C([O-])(O)=O.[Na+]. The catalyst is C(Cl)Cl.CN(C=O)C. The product is [NH:3]1[C:4]2[CH:10]=[CH:9][CH:8]=[CH:7][C:5]=2[N:6]=[C:2]1[NH:1][C:11]([N:36]1[CH2:37][CH2:38][CH:33]([N:32]([CH2:31][C:25]2[C:24]([CH3:23])=[CH:29][C:28]([CH3:30])=[CH:27][N:26]=2)[CH2:39][C:40]2[C:45]([CH:46]([CH3:48])[CH3:47])=[CH:44][CH:43]=[CH:42][N:41]=2)[CH2:34][CH2:35]1)=[O:12]. The yield is 0.990.